This data is from Full USPTO retrosynthesis dataset with 1.9M reactions from patents (1976-2016). The task is: Predict the reactants needed to synthesize the given product. (1) Given the product [CH3:15][C:16]1[CH:21]=[C:20]([CH3:22])[N:19]=[C:18]2[S:23][N:24]([CH2:27][C:28]([N:29]3[CH2:30][CH2:31][N:32]([C:11](=[O:13])[CH2:10][NH:9][C:8]([NH:7][C:1]4[CH:2]=[CH:3][CH:4]=[CH:5][CH:6]=4)=[O:14])[CH2:33][CH2:34]3)=[O:35])[C:25](=[O:26])[C:17]=12, predict the reactants needed to synthesize it. The reactants are: [C:1]1([NH:7][C:8](=[O:14])[NH:9][CH2:10][C:11]([OH:13])=O)[CH:6]=[CH:5][CH:4]=[CH:3][CH:2]=1.[CH3:15][C:16]1[CH:21]=[C:20]([CH3:22])[N:19]=[C:18]2[S:23][N:24]([CH2:27][C:28](=[O:35])[N:29]3[CH2:34][CH2:33][NH:32][CH2:31][CH2:30]3)[C:25](=[O:26])[C:17]=12.C(Cl)CCl.CCN(C(C)C)C(C)C. (2) Given the product [Cl:29][C:26]1[CH:27]=[CH:28][C:11]2[N:10]3[CH:30]=[CH:31][CH:32]=[C:9]3[C@@H:8]([CH2:7][CH2:6][N:44]3[N:45]=[N:46][C:42]([S:41][C:34]([CH3:33])([CH3:40])[C:35]([O:37][CH2:38][CH3:39])=[O:36])=[N:43]3)[O:14][C@H:13]([C:15]3[CH:20]=[CH:19][CH:18]=[C:17]([O:21][CH3:22])[C:16]=3[O:23][CH3:24])[C:12]=2[CH:25]=1.[Cl:47][C:48]1[CH:49]=[CH:50][C:51]2[N:57]3[CH:58]=[CH:59][CH:60]=[C:56]3[C@@H:55]([CH2:61][CH2:62][N:63]3[NH:67][N:66]=[C:65]([S:41][C:34]([CH3:40])([CH3:33])[C:35]([O:37][CH2:38][CH3:39])=[O:36])[NH:64]3)[O:54][C@H:53]([C:77]3[CH:82]=[CH:81][CH:80]=[C:79]([O:83][CH3:84])[C:78]=3[O:85][CH3:86])[C:52]=2[CH:87]=1, predict the reactants needed to synthesize it. The reactants are: CS(O[CH2:6][CH2:7][C@H:8]1[O:14][C@H:13]([C:15]2[CH:20]=[CH:19][CH:18]=[C:17]([O:21][CH3:22])[C:16]=2[O:23][CH3:24])[C:12]2[CH:25]=[C:26]([Cl:29])[CH:27]=[CH:28][C:11]=2[N:10]2[CH:30]=[CH:31][CH:32]=[C:9]12)(=O)=O.[CH3:33][C:34]([S:41][C:42]1[NH:46][N:45]=[N:44][N:43]=1)([CH3:40])[C:35]([O:37][CH2:38][CH3:39])=[O:36].[Cl:47][C:48]1[CH:49]=[CH:50][C:51]2[N:57]3[CH:58]=[CH:59][CH:60]=[C:56]3[C@@H:55]([CH2:61][CH2:62][N:63]3[N:67]=[N:66][C:65](COC(C)(C)C(OC)=O)=[N:64]3)[O:54][C@H:53]([C:77]3[CH:82]=[CH:81][CH:80]=[C:79]([O:83][CH3:84])[C:78]=3[O:85][CH3:86])[C:52]=2[CH:87]=1.ClC1C=CC2N3C=CC=C3[C@@H](CCN3NN=C(COC(C)(C)C(OC)=O)N3)O[C@H](C3C=CC=C(OC)C=3OC)C=2C=1. (3) Given the product [CH3:2][C:3]([CH3:50])([CH2:48][CH3:49])[CH2:4][C:5]1[N:6]=[C:7]([CH2:29][CH:30]([NH:44][C:45](=[O:47])[CH3:46])[C:31]2[CH:32]=[CH:33][C:34]([C:37]3[CH:42]=[CH:41][C:40]([F:43])=[CH:39][N:38]=3)=[CH:35][CH:36]=2)[NH:8][CH:9]=1, predict the reactants needed to synthesize it. The reactants are: Cl.[CH3:2][C:3]([CH3:50])([CH2:48][CH3:49])[CH2:4][C:5]1[N:6]=[C:7]([CH2:29][CH:30]([NH:44][C:45](=[O:47])[CH3:46])[C:31]2[CH:36]=[CH:35][C:34]([C:37]3[CH:42]=[CH:41][C:40]([F:43])=[CH:39][N:38]=3)=[CH:33][CH:32]=2)[N:8](C(C2C=CC=CC=2)(C2C=CC=CC=2)C2C=CC=CC=2)[CH:9]=1. (4) Given the product [Cl:1][C:2]1[C:11]([OH:12])=[C:10]2[C:5]([CH:6]=[CH:7][C:8]([CH3:13])=[N:9]2)=[CH:4][CH:3]=1, predict the reactants needed to synthesize it. The reactants are: [Cl:1][C:2]1[CH:3]=[C:4](S(O)(=O)=O)[C:5]2[CH:6]=[CH:7][C:8]([CH3:13])=[N:9][C:10]=2[C:11]=1[OH:12].C([O-])(O)=O.[Na+]. (5) Given the product [NH:8]1[C:7]2[CH:11]=[CH:12][C:4]([NH:1][C:2]([N:23]3[CH2:22][CH2:21][N:20]([C:17]4[CH:16]=[CH:15][C:14]([F:13])=[CH:19][CH:18]=4)[CH2:25][CH2:24]3)=[S:3])=[CH:5][C:6]=2[N:10]=[CH:9]1, predict the reactants needed to synthesize it. The reactants are: [N:1]([C:4]1[CH:12]=[CH:11][C:7]2[NH:8][CH:9]=[N:10][C:6]=2[CH:5]=1)=[C:2]=[S:3].[F:13][C:14]1[CH:19]=[CH:18][C:17]([N:20]2[CH2:25][CH2:24][NH:23][CH2:22][CH2:21]2)=[CH:16][CH:15]=1. (6) Given the product [CH2:1]([O:3][C:4]([C:6]1[C:7]([NH:14][CH2:15][CH2:16][CH3:17])=[N:8][C:9]([NH:14][CH2:15][CH2:16][C:28]2[CH:27]=[CH:9][N:8]=[CH:7][CH:6]=2)=[N:10][CH:11]=1)=[O:5])[CH3:2], predict the reactants needed to synthesize it. The reactants are: [CH2:1]([O:3][C:4]([C:6]1[C:7]([NH:14][CH2:15][CH2:16][CH3:17])=[N:8][C:9](SC)=[N:10][CH:11]=1)=[O:5])[CH3:2].C(=O)([O-])O.[Na+].C(O[CH2:27][CH3:28])(=O)C. (7) Given the product [CH3:1][S:2]([O:15][CH2:6][CH2:7][CH:8]([O:14][S:2]([CH3:1])(=[O:4])=[O:3])[CH:9]([O:13][S:2]([CH3:1])(=[O:4])=[O:3])[CH2:10][CH2:11][O:12][S:2]([CH3:1])(=[O:4])=[O:3])(=[O:4])=[O:3], predict the reactants needed to synthesize it. The reactants are: [CH3:1][S:2](Cl)(=[O:4])=[O:3].[CH2:6]([OH:15])[CH2:7][CH:8]([OH:14])[CH:9]([OH:13])[CH2:10][CH2:11][OH:12].N1C=CC=CC=1.Cl.